This data is from Full USPTO retrosynthesis dataset with 1.9M reactions from patents (1976-2016). The task is: Predict the reactants needed to synthesize the given product. (1) Given the product [OH:3][C:4]1[CH:9]=[CH:8][CH:7]=[CH:6][C:5]=1[C:10]1[CH:11]=[CH:12][C:13]([C:16]([N:18]2[C:24]3[CH:25]=[CH:26][CH:27]=[CH:28][C:23]=3[CH2:22][N:21]3[C:29]([C:32]([NH:34][CH2:35][C:36]4[CH:37]=[N:38][CH:39]=[CH:40][CH:41]=4)=[O:33])=[CH:30][CH:31]=[C:20]3[CH2:19]2)=[O:17])=[CH:14][CH:15]=1, predict the reactants needed to synthesize it. The reactants are: C([O:3][C:4]1[CH:9]=[CH:8][CH:7]=[CH:6][C:5]=1[C:10]1[CH:15]=[CH:14][C:13]([C:16]([N:18]2[C:24]3[CH:25]=[CH:26][CH:27]=[CH:28][C:23]=3[CH2:22][N:21]3[C:29]([C:32]([NH:34][CH2:35][C:36]4[CH:37]=[N:38][CH:39]=[CH:40][CH:41]=4)=[O:33])=[CH:30][CH:31]=[C:20]3[CH2:19]2)=[O:17])=[CH:12][CH:11]=1)C.B(Br)(Br)Br. (2) Given the product [OH:2][CH2:1][CH:3]1[CH:8]([C:9]([O:11][CH2:12][CH3:13])=[O:10])[CH:7]=[C:6]([CH3:14])[CH2:5][CH2:4]1, predict the reactants needed to synthesize it. The reactants are: [CH:1]([CH:3]1[CH:8]([C:9]([O:11][CH2:12][CH3:13])=[O:10])[CH:7]=[C:6]([CH3:14])[CH2:5][CH2:4]1)=[O:2].[BH4-].[Na+].O. (3) Given the product [CH2:1]([N:8]1[CH2:16][C:15]2([NH:17][C:18](=[O:19])[O:20][C:21]([CH3:24])([CH3:23])[CH3:22])[CH:10]([CH2:11][CH2:12][CH2:13][CH2:14]2)[CH2:9]1)[C:2]1[CH:3]=[CH:4][CH:5]=[CH:6][CH:7]=1, predict the reactants needed to synthesize it. The reactants are: [CH2:1]([N:8]1[CH2:16][C:15]2([NH2:17])[CH:10]([CH2:11][CH2:12][CH2:13][CH2:14]2)[CH2:9]1)[C:2]1[CH:7]=[CH:6][CH:5]=[CH:4][CH:3]=1.[C:18](O[C:18]([O:20][C:21]([CH3:24])([CH3:23])[CH3:22])=[O:19])([O:20][C:21]([CH3:24])([CH3:23])[CH3:22])=[O:19].O. (4) Given the product [OH:1][CH:2]1[C:14]2[C:9](=[N:10][C:11]([O:21][CH3:22])=[C:12]([C:15]#[N:16])[N:13]=2)[C:8]2[CH:7]=[CH:6][CH:5]=[CH:4][C:3]1=2, predict the reactants needed to synthesize it. The reactants are: [O:1]=[C:2]1[C:14]2[C:9](=[N:10][C:11](C#N)=[C:12]([C:15]#[N:16])[N:13]=2)[C:8]2[CH:7]=[CH:6][CH:5]=[CH:4][C:3]1=2.[BH4-].[Na+].[OH2:21].[CH3:22]O. (5) Given the product [F:9][C:5]1[CH:4]=[CH:3][C:2]([B:15]([OH:20])[OH:16])=[CH:7][C:6]=1[CH3:8], predict the reactants needed to synthesize it. The reactants are: Br[C:2]1[CH:3]=[CH:4][C:5]([F:9])=[C:6]([CH3:8])[CH:7]=1.[Li]CCCC.[B:15](OC(C)C)([O:20]C(C)C)[O:16]C(C)C. (6) The reactants are: C(OC([N:8]1[CH2:13][CH2:12][CH2:11][C@H:10]([CH2:14][O:15][C:16]2[CH:21]=[CH:20][C:19]([F:22])=[CH:18][C:17]=2[O:23][C:24]2[CH:29]=[CH:28][CH:27]=[CH:26][CH:25]=2)[CH2:9]1)=O)(C)(C)C.[C:30]([C:34]([OH:36])=[O:35])(F)(F)F. Given the product [F:22][C:19]1[CH:20]=[CH:21][C:16]([O:15][CH2:14][C@H:10]2[CH2:11][CH2:12][CH2:13][N:8](/[C:30](/[C:34]([OH:36])=[O:35])=[CH:30]\[C:34]([OH:36])=[O:35])[CH2:9]2)=[C:17]([O:23][C:24]2[CH:25]=[CH:26][CH:27]=[CH:28][CH:29]=2)[CH:18]=1, predict the reactants needed to synthesize it. (7) Given the product [N:1]([C:4]1[CH:5]=[CH:6][C:7]([OH:18])=[CH:8][CH:9]=1)=[N+:2]=[N-:3], predict the reactants needed to synthesize it. The reactants are: [N:1]([C:4]1[CH:5]=[C:6](O)[CH:7]=[CH:8][CH:9]=1)=[N+:2]=[N-:3].NC1C=CC([OH:18])=CC=1.